Dataset: Reaction yield outcomes from USPTO patents with 853,638 reactions. Task: Predict the reaction yield, written as a fraction of the theoretical maximum amount of product (1.0 means a 100% yield; for example, 0.34 means a 34% yield). (1) The catalyst is C(Cl)Cl. The product is [Cl:9][C:10]1[C:11]([O:18][CH3:19])=[CH:12][C:13]([C:5](=[O:7])[CH3:6])=[C:14]([OH:16])[CH:15]=1. The yield is 0.850. The reactants are [Al+3].[Cl-].[Cl-].[Cl-].[C:5](Cl)(=[O:7])[CH3:6].[Cl:9][C:10]1[CH:15]=[C:14]([O:16]C)[CH:13]=[CH:12][C:11]=1[O:18][CH3:19].Cl. (2) The reactants are [Br:1][C:2]1[CH:7]=[CH:6][CH:5]=[C:4]([Br:8])[C:3]=1[CH2:9]Br.[CH3:11][C:12]([O-:14])=[O:13].[Na+]. The catalyst is CN(C)C=O. The product is [C:12]([O:14][CH2:9][C:3]1[C:4]([Br:8])=[CH:5][CH:6]=[CH:7][C:2]=1[Br:1])(=[O:13])[CH3:11]. The yield is 0.950.